Task: Predict the product of the given reaction.. Dataset: Forward reaction prediction with 1.9M reactions from USPTO patents (1976-2016) (1) Given the reactants [O:1]=[C:2]1[NH:7][CH2:6][CH2:5][N:4]([C:8]([N:10]2[CH2:15][CH:14]([C:16]3[CH:21]=[CH:20][C:19]([C:22]([F:25])([F:24])[F:23])=[CH:18][CH:17]=3)[CH2:13][CH:12]([C:26](O)=[O:27])[CH2:11]2)=[O:9])[CH2:3]1.O[NH:30][C:31](=[NH:35])[CH:32]([CH3:34])[CH3:33], predict the reaction product. The product is: [CH3:33][CH:32]([C:31]1[N:35]=[C:26]([CH:12]2[CH2:13][CH:14]([C:16]3[CH:21]=[CH:20][C:19]([C:22]([F:24])([F:25])[F:23])=[CH:18][CH:17]=3)[CH2:15][N:10]([C:8]([N:4]3[CH2:5][CH2:6][NH:7][C:2](=[O:1])[CH2:3]3)=[O:9])[CH2:11]2)[O:27][N:30]=1)[CH3:34]. (2) Given the reactants Cl.[NH2:2][C@@H:3]1[CH2:8][CH2:7][C@H:6]([NH:9][C:10]([C:12]2[C:16]3[N:17]=[CH:18][N:19]=[C:20]([C:21]4[CH:26]=[CH:25][C:24]([F:27])=[CH:23][C:22]=4[O:28][CH2:29][CH:30]4[CH2:32][CH2:31]4)[C:15]=3[NH:14][C:13]=2[CH3:33])=[O:11])[CH2:5][CH2:4]1.[CH3:34][O:35][CH2:36][C:37](Cl)=[O:38], predict the reaction product. The product is: [CH:30]1([CH2:29][O:28][C:22]2[CH:23]=[C:24]([F:27])[CH:25]=[CH:26][C:21]=2[C:20]2[C:15]3[NH:14][C:13]([CH3:33])=[C:12]([C:10]([NH:9][C@H:6]4[CH2:7][CH2:8][C@@H:3]([NH:2][C:37](=[O:38])[CH2:36][O:35][CH3:34])[CH2:4][CH2:5]4)=[O:11])[C:16]=3[N:17]=[CH:18][N:19]=2)[CH2:31][CH2:32]1. (3) Given the reactants [Cl:1][C:2]1[CH:3]=[C:4]([C@H:8]([OH:38])[CH2:9][NH:10][C:11]2[C:20]3[C:15](=[CH:16][CH:17]=[CH:18][CH:19]=3)[NH:14][C:13](=[O:21])[C:12]=2[C:22]2[NH:26][C:25]3[CH:27]=[C:28]([N:32]4[CH2:37][CH2:36]N[CH2:34][CH2:33]4)[CH:29]=[C:30]([CH3:31])[C:24]=3[N:23]=2)[CH:5]=[CH:6][CH:7]=1.[C:39]([BH3-])#[N:40].[Na+].[CH3:43][OH:44], predict the reaction product. The product is: [Cl:1][C:2]1[CH:3]=[C:4]([C@H:8]([OH:38])[CH2:9][NH:10][C:11]2[C:20]3[C:15](=[CH:16][CH:17]=[CH:18][CH:19]=3)[NH:14][C:13](=[O:21])[C:12]=2[C:22]2[NH:26][C:25]3[CH:27]=[C:28]([N:32]4[CH2:37][CH2:36][N:40]([CH2:39][CH2:43][OH:44])[CH2:34][CH2:33]4)[CH:29]=[C:30]([CH3:31])[C:24]=3[N:23]=2)[CH:5]=[CH:6][CH:7]=1. (4) Given the reactants [NH2:1][NH:2][C:3]([C:5]1[N:10]=[CH:9][CH:8]=[CH:7][N:6]=1)=[NH:4].[CH3:11][O:12][C:13]1[CH:20]=[CH:19][C:16]([CH:17]=O)=[C:15]([OH:21])[CH:14]=1, predict the reaction product. The product is: [CH3:11][O:12][C:13]1[CH:20]=[CH:19][C:16]([C:17]2[NH:1][N:2]=[C:3]([C:5]3[N:10]=[CH:9][CH:8]=[CH:7][N:6]=3)[N:4]=2)=[C:15]([OH:21])[CH:14]=1. (5) The product is: [CH2:1]([O:8][C:9](=[O:10])[NH:11][C@H:15]([CH2:14][OH:13])[CH2:16][CH2:17][N:18]1[CH2:25][CH2:24][C:21]2([CH2:23][CH2:22]2)[C@H:20]([OH:26])[CH2:19]1)[C:2]1[CH:7]=[CH:6][CH:5]=[CH:4][CH:3]=1. Given the reactants [CH2:1]([O:8][C:9]([N:11]1[C@@H:15]([CH2:16][CH2:17][N:18]2[CH2:25][CH2:24][C:21]3([CH2:23][CH2:22]3)[C@H:20]([OH:26])[CH2:19]2)[CH2:14][O:13]C1(C)C)=[O:10])[C:2]1[CH:7]=[CH:6][CH:5]=[CH:4][CH:3]=1, predict the reaction product. (6) Given the reactants [CH3:1][O:2][C:3]1[C:12]2[C:7](=[CH:8][CH:9]=[CH:10][CH:11]=2)[C:6]([C:13]2[O:14][C:15](=[O:23])[C:16]3[N:22]=[CH:21][CH:20]=[CH:19][C:17]=3[N:18]=2)=[CH:5][CH:4]=1.[NH2:24][CH2:25][CH:26]1[CH2:31][O:30][CH2:29][CH2:28][N:27]1[C:32]([O:34][C:35]([CH3:38])([CH3:37])[CH3:36])=[O:33], predict the reaction product. The product is: [CH3:1][O:2][C:3]1[C:12]2[C:7](=[CH:8][CH:9]=[CH:10][CH:11]=2)[C:6]([C:13]([NH:18][C:17]2[C:16]([C:15]([NH:24][CH2:25][CH:26]3[CH2:31][O:30][CH2:29][CH2:28][N:27]3[C:32]([O:34][C:35]([CH3:38])([CH3:37])[CH3:36])=[O:33])=[O:23])=[N:22][CH:21]=[CH:20][CH:19]=2)=[O:14])=[CH:5][CH:4]=1. (7) Given the reactants [NH2:1][C:2]1[C:11]2[N:12]=[C:13]([CH2:20][O:21][CH2:22][CH3:23])[N:14]([CH2:15][C:16]([CH3:19])([OH:18])[CH3:17])[C:10]=2[C:9]2[N:8]=[CH:7][C:6](Br)=[CH:5][C:4]=2[N:3]=1.[NH2:25][C:26]([C:28]1[CH:29]=[C:30](B(O)O)[CH:31]=[CH:32][CH:33]=1)=[O:27].C(=O)([O-])[O-].[K+].[K+].COCCOC, predict the reaction product. The product is: [NH2:1][C:2]1[C:11]2[N:12]=[C:13]([CH2:20][O:21][CH2:22][CH3:23])[N:14]([CH2:15][C:16]([OH:18])([CH3:19])[CH3:17])[C:10]=2[C:9]2[N:8]=[CH:7][C:6]([C:32]3[CH:33]=[C:28]([CH:29]=[CH:30][CH:31]=3)[C:26]([NH2:25])=[O:27])=[CH:5][C:4]=2[N:3]=1.